Dataset: Forward reaction prediction with 1.9M reactions from USPTO patents (1976-2016). Task: Predict the product of the given reaction. (1) Given the reactants COC1C=CC(C[N:8]([C:28]2[CH:33]=[CH:32][CH:31]=[CH:30][CH:29]=2)[C:9]2[C:10]3[N:11]([CH:25]=[CH:26][N:27]=3)[N:12]=[C:13]([C:15]3[CH:24]=[CH:23][C:18]4[C:19]([NH2:22])=[N:20][O:21][C:17]=4[CH:16]=3)[CH:14]=2)=CC=1.C(O)(C(F)(F)F)=O, predict the reaction product. The product is: [NH2:22][C:19]1[C:18]2[CH:23]=[CH:24][C:15]([C:13]3[CH:14]=[C:9]([NH:8][C:28]4[CH:33]=[CH:32][CH:31]=[CH:30][CH:29]=4)[C:10]4[N:11]([CH:25]=[CH:26][N:27]=4)[N:12]=3)=[CH:16][C:17]=2[O:21][N:20]=1. (2) The product is: [F:13][C:11]1[CH:10]=[C:6]([CH:5]=[C:4]([CH:1]([CH3:3])[CH3:2])[CH:12]=1)[C:7]([OH:9])=[O:8]. Given the reactants [CH:1]1([C:4]2[CH:5]=[C:6]([CH:10]=[C:11]([F:13])[CH:12]=2)[C:7]([OH:9])=[O:8])[CH2:3][CH2:2]1.[H][H], predict the reaction product. (3) Given the reactants Cl[CH2:2][CH2:3][C:4]1[CH:9]=[CH:8][CH:7]=[CH:6][CH:5]=1.[Mg].II.[CH3:13][C:14]([CH3:34])([CH3:33])[CH2:15][C:16]([NH:18][C:19]1[C:20]([CH3:32])=[C:21]([CH3:31])[C:22]2[O:26][C:25]([CH3:28])([CH3:27])[C:24](=[O:29])[C:23]=2[CH:30]=1)=[O:17], predict the reaction product. The product is: [OH:29][C:24]1([CH2:2][CH2:3][C:4]2[CH:9]=[CH:8][CH:7]=[CH:6][CH:5]=2)[C:23]2[CH:30]=[C:19]([NH:18][C:16](=[O:17])[CH2:15][C:14]([CH3:34])([CH3:33])[CH3:13])[C:20]([CH3:32])=[C:21]([CH3:31])[C:22]=2[O:26][C:25]1([CH3:27])[CH3:28]. (4) Given the reactants Br[C:2]1[CH:3]=[C:4]([NH:8][CH:9]([C:13]2[CH:18]=[CH:17][CH:16]=[CH:15][CH:14]=2)[C:10]([NH2:12])=[O:11])[CH:5]=[N:6][CH:7]=1.[CH3:19][O:20][C:21]1[CH:22]=[CH:23][C:24]([F:30])=[C:25](B(O)O)[CH:26]=1.C(=O)([O-])[O-].[K+].[K+].COCCOC, predict the reaction product. The product is: [F:30][C:24]1[CH:25]=[CH:26][C:21]([O:20][CH3:19])=[CH:22][C:23]=1[C:2]1[CH:3]=[C:4]([NH:8][CH:9]([C:13]2[CH:18]=[CH:17][CH:16]=[CH:15][CH:14]=2)[C:10]([NH2:12])=[O:11])[CH:5]=[N:6][CH:7]=1. (5) The product is: [Cl:20][C:17]1[CH:18]=[CH:19][C:14]([CH:7]([NH:6][C:4]([CH2:3][NH:2][C:26](=[O:27])[C:25]2[CH:29]=[CH:30][C:22]([F:21])=[C:23]([CH3:31])[CH:24]=2)=[O:5])[C:8]2[CH:13]=[CH:12][CH:11]=[CH:10][CH:9]=2)=[CH:15][CH:16]=1. Given the reactants Cl.[NH2:2][CH2:3][C:4]([NH:6][CH:7]([C:14]1[CH:19]=[CH:18][C:17]([Cl:20])=[CH:16][CH:15]=1)[C:8]1[CH:13]=[CH:12][CH:11]=[CH:10][CH:9]=1)=[O:5].[F:21][C:22]1[CH:30]=[CH:29][C:25]([C:26](O)=[O:27])=[CH:24][C:23]=1[CH3:31], predict the reaction product. (6) Given the reactants [CH:1]([C:4]([NH:6][CH:7]1[CH2:12][CH2:11][CH:10](CNC(N)=S)[CH2:9][CH2:8]1)=[O:5])([CH3:3])[CH3:2].[C:18]([O-])([O-])=O.[K+].[K+].[C:24]([NH:32][C:33]([NH:35]CC1CCC(NC(C(C)C)=O)CC1)=[S:34])(=[O:31])[C:25]1[CH:30]=[CH:29][CH:28]=[CH:27][CH:26]=1, predict the reaction product. The product is: [C:24]([N:32]([CH3:18])[C:33]([NH:35][CH:10]1[CH2:9][CH2:8][CH:7]([NH:6][C:4]([CH:1]([CH3:2])[CH3:3])=[O:5])[CH2:12][CH2:11]1)=[S:34])(=[O:31])[C:25]1[CH:26]=[CH:27][CH:28]=[CH:29][CH:30]=1. (7) The product is: [NH2:15][C:16](=[O:30])[CH2:17][S:18]([C:21]1[CH:29]=[CH:28][C:24]([C:25]([NH:6][C:5]2[CH:7]=[CH:8][C:2]([Cl:1])=[C:3]([C:9]3[CH:14]=[CH:13][CH:12]=[CH:11][N:10]=3)[CH:4]=2)=[O:26])=[CH:23][CH:22]=1)(=[O:19])=[O:20]. Given the reactants [Cl:1][C:2]1[CH:8]=[CH:7][C:5]([NH2:6])=[CH:4][C:3]=1[C:9]1[CH:14]=[CH:13][CH:12]=[CH:11][N:10]=1.[NH2:15][C:16](=[O:30])[CH2:17][S:18]([C:21]1[CH:29]=[CH:28][C:24]([C:25](O)=[O:26])=[CH:23][CH:22]=1)(=[O:20])=[O:19], predict the reaction product. (8) Given the reactants [CH:1]1([C:4]2[C:5]([C:15]([O:17]C)=[O:16])=[N:6][O:7][C:8]=2[C:9]2[CH:14]=[CH:13][CH:12]=[CH:11][CH:10]=2)[CH2:3][CH2:2]1.[OH-].[Na+].C(O)(=O)C, predict the reaction product. The product is: [CH:1]1([C:4]2[C:5]([C:15]([OH:17])=[O:16])=[N:6][O:7][C:8]=2[C:9]2[CH:10]=[CH:11][CH:12]=[CH:13][CH:14]=2)[CH2:2][CH2:3]1.